From a dataset of Reaction yield outcomes from USPTO patents with 853,638 reactions. Predict the reaction yield, written as a fraction of the theoretical maximum amount of product (1.0 means a 100% yield; for example, 0.34 means a 34% yield). (1) The reactants are C([NH:4][CH:5]1[CH2:10][CH2:9][N:8]([CH2:11][C:12]2[CH:17]=[CH:16][CH:15]=[CH:14][CH:13]=2)[C:7](=[O:18])[CH2:6]1)C=C.CN1C(=O)CC(=O)N(C)C1=O. The catalyst is C(Cl)Cl.C1C=CC([P]([Pd]([P](C2C=CC=CC=2)(C2C=CC=CC=2)C2C=CC=CC=2)([P](C2C=CC=CC=2)(C2C=CC=CC=2)C2C=CC=CC=2)[P](C2C=CC=CC=2)(C2C=CC=CC=2)C2C=CC=CC=2)(C2C=CC=CC=2)C2C=CC=CC=2)=CC=1. The product is [NH2:4][CH:5]1[CH2:10][CH2:9][N:8]([CH2:11][C:12]2[CH:17]=[CH:16][CH:15]=[CH:14][CH:13]=2)[C:7](=[O:18])[CH2:6]1. The yield is 0.720. (2) The reactants are [F:1][C:2]1[CH:3]=[C:4]([C:8]2[N:9]=[C:10]([NH2:21])[C:11]([NH2:20])=[N:12][C:13]=2[C:14]2[CH:19]=[CH:18][N:17]=[CH:16][CH:15]=2)[CH:5]=[CH:6][CH:7]=1.C([O-])(O)=O.[Na+].[F:27][C:28]([F:39])([F:38])[C:29](O[C:29](=O)[C:28]([F:39])([F:38])[F:27])=O. No catalyst specified. The product is [F:1][C:2]1[CH:3]=[C:4]([C:8]2[N:9]=[C:10]3[NH:21][C:29]([C:28]([F:39])([F:38])[F:27])=[N:20][C:11]3=[N:12][C:13]=2[C:14]2[CH:19]=[CH:18][N:17]=[CH:16][CH:15]=2)[CH:5]=[CH:6][CH:7]=1. The yield is 0.450. (3) The yield is 0.460. The reactants are [CH3:1][C:2]1[C:6]2=[CH:7][C:8]3[CH:14]([CH3:15])[CH2:13][N:12](C(=O)C(F)(F)F)[CH2:11][CH2:10][C:9]=3[N:22]=[C:5]2[O:4][CH:3]=1.C([O-])([O-])=O.[K+].[K+]. The product is [CH3:1][C:2]1[C:6]2=[CH:7][C:8]3[CH:14]([CH3:15])[CH2:13][NH:12][CH2:11][CH2:10][C:9]=3[N:22]=[C:5]2[O:4][CH:3]=1. The catalyst is CO. (4) The reactants are C[CH:2]1[CH2:14][CH2:13][C:12]2[C:11]3[C:6](=[CH:7][CH:8]=[C:9]([C:15]([OH:17])=[O:16])[CH:10]=3)[NH:5][C:4]=2[C:3]1=[O:18].[C:19]([O-])(O)=O.[Na+]. The catalyst is CO.O. The product is [O:18]=[C:3]1[C:4]2[NH:5][C:6]3[C:11](=[CH:10][C:9]([C:15]([O:17][CH3:19])=[O:16])=[CH:8][CH:7]=3)[C:12]=2[CH2:13][CH2:14][CH2:2]1. The yield is 0.900. (5) The reactants are [CH3:1][O:2][C:3]1[CH:8]=[CH:7][CH:6]=[CH:5][C:4]=1[S:9]([N:12]([CH3:25])[C:13]1[CH:14]=[CH:15][CH:16]=[C:17]2[C:21]=1[NH:20][C:19]([C:22]([NH2:24])=O)=[CH:18]2)(=[O:11])=[O:10].COC1C=CC(P2(SP(C3C=CC(OC)=CC=3)(=S)S2)=[S:35])=CC=1. The catalyst is O1CCCC1. The product is [CH3:1][O:2][C:3]1[CH:8]=[CH:7][CH:6]=[CH:5][C:4]=1[S:9]([N:12]([CH3:25])[C:13]1[CH:14]=[CH:15][CH:16]=[C:17]2[C:21]=1[NH:20][C:19]([C:22](=[S:35])[NH2:24])=[CH:18]2)(=[O:11])=[O:10]. The yield is 0.780.